From a dataset of Reaction yield outcomes from USPTO patents with 853,638 reactions. Predict the reaction yield, written as a fraction of the theoretical maximum amount of product (1.0 means a 100% yield; for example, 0.34 means a 34% yield). (1) The reactants are [CH2:1]1[O:4][CH:2]1[CH3:3].[SH:5][C:6]1[CH:7]=[C:8]([B:12]([OH:14])[OH:13])[CH:9]=[CH:10][CH:11]=1.[O-2].[Al+3].[O-2].[O-2].[Al+3]. The catalyst is C(OCC)C. The product is [OH:4][C@@H:2]([CH3:3])[CH2:1][S:5][C:6]1[CH:7]=[C:8]([B:12]([OH:14])[OH:13])[CH:9]=[CH:10][CH:11]=1. The yield is 0.900. (2) The reactants are [OH:1][C:2]1[CH:7]=[CH:6][C:5]([NH:8][C:9]([C:11]2[C:12](=[O:24])[N:13]([C:18]3[CH:23]=[CH:22][CH:21]=[CH:20][CH:19]=3)[N:14]([CH3:17])[C:15]=2[CH3:16])=[O:10])=[CH:4][CH:3]=1.[H-].[Na+].[Cl:27][C:28]1[C:29]([C:35]([NH2:37])=[O:36])=[N:30][CH:31]=[CH:32][C:33]=1Cl. The yield is 0.290. The catalyst is CS(C)=O.O. The product is [Cl:27][C:28]1[C:29]([C:35]([NH2:37])=[O:36])=[N:30][CH:31]=[CH:32][C:33]=1[O:1][C:2]1[CH:7]=[CH:6][C:5]([NH:8][C:9]([C:11]2[C:12](=[O:24])[N:13]([C:18]3[CH:19]=[CH:20][CH:21]=[CH:22][CH:23]=3)[N:14]([CH3:17])[C:15]=2[CH3:16])=[O:10])=[CH:4][CH:3]=1.